Dataset: Forward reaction prediction with 1.9M reactions from USPTO patents (1976-2016). Task: Predict the product of the given reaction. (1) Given the reactants F[C:2]1[CH:3]=[C:4]([CH:24]=[C:25]([C:27]([F:30])([F:29])[F:28])[CH:26]=1)[C:5]([N:7]([C:9]1[CH:10]=[N:11][CH:12]=[CH:13][C:14]=1[C:15]1[CH:20]=[CH:19][C:18]([F:21])=[CH:17][C:16]=1[O:22][CH3:23])[CH3:8])=[O:6].[CH3:31][N:32]([CH3:49])[S:33](C1C=C(C=C(C(F)(F)F)C=1)C(O)=O)(=[O:35])=[O:34], predict the reaction product. The product is: [CH3:31][N:32]([CH3:49])[S:33]([C:2]1[CH:3]=[C:4]([CH:24]=[C:25]([C:27]([F:29])([F:30])[F:28])[CH:26]=1)[C:5]([N:7]([C:9]1[CH:10]=[N:11][CH:12]=[CH:13][C:14]=1[C:15]1[CH:20]=[CH:19][C:18]([F:21])=[CH:17][C:16]=1[O:22][CH3:23])[CH3:8])=[O:6])(=[O:35])=[O:34]. (2) Given the reactants [F:1][C:2]1[CH:7]=[C:6]([F:8])[CH:5]=[CH:4][C:3]=1[C:9]1[C:10]2[CH:22]=[C:21]([C:23](O)=[O:24])[S:20][C:11]=2[N:12]([C:14]2[CH:19]=[N:18][CH:17]=[CH:16][N:15]=2)[N:13]=1.Cl.C[N:28](C)CCCN=C=NCC.[OH:38][N:39]1[C:43]2[N:44]=[CH:45][CH:46]=[CH:47][C:42]=2N=N1.CN1CCOCC1, predict the reaction product. The product is: [F:1][C:2]1[CH:7]=[C:6]([F:8])[CH:5]=[CH:4][C:3]=1[C:9]1[C:10]2[CH:22]=[C:21]([C:23]([NH:28][C@@H:46]([C:45]3[O:38][N:39]=[C:43]([CH3:42])[N:44]=3)[CH3:47])=[O:24])[S:20][C:11]=2[N:12]([C:14]2[CH:19]=[N:18][CH:17]=[CH:16][N:15]=2)[N:13]=1.